Dataset: Full USPTO retrosynthesis dataset with 1.9M reactions from patents (1976-2016). Task: Predict the reactants needed to synthesize the given product. (1) Given the product [F:8][C:6]1[CH:5]=[C:4]([C:9]2[N:10]=[CH:11][C:12]([NH:15][C:27](=[O:28])[CH2:26][CH:23]3[CH2:24][CH2:25][N:20]4[C:19](=[O:30])[O:18][C:17]([CH3:16])([CH3:31])[CH:21]4[CH2:22]3)=[N:13][CH:14]=2)[CH:3]=[C:2]([F:1])[CH:7]=1, predict the reactants needed to synthesize it. The reactants are: [F:1][C:2]1[CH:3]=[C:4]([C:9]2[N:10]=[CH:11][C:12]([NH2:15])=[N:13][CH:14]=2)[CH:5]=[C:6]([F:8])[CH:7]=1.[CH3:16][C:17]1([CH3:31])[CH:21]2[CH2:22][CH:23]([CH2:26][C:27](O)=[O:28])[CH2:24][CH2:25][N:20]2[C:19](=[O:30])[O:18]1. (2) Given the product [C:8]1([C:14]2[N:19]=[C:18]([C:20]3[CH:21]=[CH:22][CH:23]=[CH:24][CH:25]=3)[N:17]=[C:16]([C:26]3[CH:38]=[CH:37][C:36]4[C:35]5[C:30](=[CH:31][CH:32]=[CH:33][CH:34]=5)[CH:29]([CH:39]5[C:51]6=[CH:50][C:49]7[NH:52][C:53]8[C:54]([C:48]=7[CH:47]=[C:46]6[C:45]6[C:40]5=[CH:41][CH:42]=[CH:43][CH:44]=6)=[CH:55][CH:56]=[CH:57][CH:58]=8)[C:28]=4[CH:27]=3)[N:15]=2)[CH:13]=[CH:12][CH:11]=[CH:10][CH:9]=1, predict the reactants needed to synthesize it. The reactants are: C(O)(=O)C(C)(C)C.[C:8]1([C:14]2[N:19]=[C:18]([C:20]3[CH:25]=[CH:24][CH:23]=[CH:22][CH:21]=3)[N:17]=[C:16]([C:26]3[CH:38]=[CH:37][C:36]4[C:35]5[C:30](=[CH:31][CH:32]=[CH:33][CH:34]=5)[CH:29]([CH:39]5[C:51]6[CH:50]=[C:49]([NH:52][C:53]7[CH:58]=[CH:57][CH:56]=[CH:55][CH:54]=7)[CH:48]=[CH:47][C:46]=6[C:45]6[C:40]5=[CH:41][CH:42]=[CH:43][CH:44]=6)[C:28]=4[CH:27]=3)[N:15]=2)[CH:13]=[CH:12][CH:11]=[CH:10][CH:9]=1.C(=O)([O-])[O-].[K+].[K+].C([O-])([O-])=O.[Na+].[Na+]. (3) The reactants are: [CH3:1][CH:2]1[CH2:7][CH2:6][CH2:5][N:4]([CH2:8][C:9]2[N:14]=[C:13]([NH:15][C:16]([NH:18][C:19]3[N:20]=[C:21]([C:24]4[CH:29]=[CH:28][N:27]=[CH:26][CH:25]=4)[S:22][CH:23]=3)=[O:17])[CH:12]=[CH:11][CH:10]=2)[CH2:3]1. Given the product [CH3:1][C@@H:2]1[CH2:7][CH2:6][CH2:5][N:4]([CH2:8][C:9]2[N:14]=[C:13]([NH:15][C:16]([NH:18][C:19]3[N:20]=[C:21]([C:24]4[CH:25]=[CH:26][N:27]=[CH:28][CH:29]=4)[S:22][CH:23]=3)=[O:17])[CH:12]=[CH:11][CH:10]=2)[CH2:3]1, predict the reactants needed to synthesize it. (4) Given the product [Br:1][C:2]1[CH:3]=[CH:4][C:5](/[CH:8]=[CH:9]/[CH:10]2[C:17]3[C:15](=[O:16])[CH2:14][C:13]([CH3:12])([CH3:21])[CH2:20][C:18]=3[NH:22][C:23]3[NH:27][N:26]=[CH:25][C:24]2=3)=[N:6][CH:7]=1.[CH2:5]1[CH:8]([CH2:9][C:10]([NH2:31])=[O:11])[CH2:4]1, predict the reactants needed to synthesize it. The reactants are: [Br:1][C:2]1[CH:3]=[CH:4][C:5](/[CH:8]=[CH:9]/[CH:10]=[O:11])=[N:6][CH:7]=1.[CH3:12][C:13]1([CH3:21])[CH2:20][C:18](=O)[CH2:17][C:15](=[O:16])[CH2:14]1.[NH2:22][C:23]1[NH:27][N:26]=[CH:25][CH:24]=1.C1C([NH:31]C(C)=O)C1. (5) The reactants are: [CH3:1][O:2][C:3]1[CH:4]=[C:5]2[C:10](=[CH:11][C:12]=1[O:13][CH3:14])[N:9]=[CH:8][CH:7]=[C:6]2[O:15][C:16]1[CH:22]=[CH:21][C:19]([NH2:20])=[C:18]([CH3:23])[C:17]=1[CH3:24].ClC(Cl)(O[C:29](=[O:35])OC(Cl)(Cl)Cl)Cl.[CH3:37][C:38]1[CH:50]=[CH:49][CH:48]=[CH:47][C:39]=1[CH2:40][N:41]1[CH2:45][CH2:44][CH:43]([NH2:46])[CH2:42]1.C(=O)([O-])O.[Na+]. Given the product [CH3:1][O:2][C:3]1[CH:4]=[C:5]2[C:10](=[CH:11][C:12]=1[O:13][CH3:14])[N:9]=[CH:8][CH:7]=[C:6]2[O:15][C:16]1[CH:22]=[CH:21][C:19]([NH:20][C:29]([NH:46][CH:43]2[CH2:44][CH2:45][N:41]([CH2:40][C:39]3[CH:47]=[CH:48][CH:49]=[CH:50][C:38]=3[CH3:37])[CH2:42]2)=[O:35])=[C:18]([CH3:23])[C:17]=1[CH3:24], predict the reactants needed to synthesize it. (6) The reactants are: [Cl:1][C:2]1[N:10]=[C:9]2[C:5]([N:6]=[CH:7][N:8]2[C@@H:11]2[C@@H:16]3[C@@H:14]([CH2:15]3)[C@@H:13]([OH:17])[C@H:12]2[OH:18])=[C:4]([NH:19][CH2:20][C:21]2[CH:26]=[CH:25][CH:24]=[C:23]([C:27]#[C:28][CH2:29][CH2:30][CH2:31][CH2:32][CH2:33][C:34]#[CH:35])[CH:22]=2)[N:3]=1.ClC1N=C2C(N=CN2[C@@H]2[C@@H]3[C@@H](C3)[C@@H](O)[C@H]2O)=C(NCC2C=CC=C(C#CCCCC3[N:68]=[N:69][N:70]([C:72]4[CH:77]=[CH:76][C:75]([F:78])=[C:74]([N+:79]([O-:81])=[O:80])[CH:73]=4)C=3)C=2)N=1. Given the product [Cl:1][C:2]1[N:10]=[C:9]2[C:5]([N:6]=[CH:7][N:8]2[C@@H:11]2[C@@H:16]3[C@@H:14]([CH2:15]3)[C@@H:13]([OH:17])[C@H:12]2[OH:18])=[C:4]([NH:19][CH2:20][C:21]2[CH:26]=[CH:25][CH:24]=[C:23]([C:27]#[C:28][CH2:29][CH2:30][CH2:31][CH2:32][CH2:33][C:34]3[N:68]=[N:69][N:70]([C:72]4[CH:77]=[CH:76][C:75]([F:78])=[C:74]([N+:79]([O-:81])=[O:80])[CH:73]=4)[CH:35]=3)[CH:22]=2)[N:3]=1, predict the reactants needed to synthesize it. (7) Given the product [CH3:12][O:10][C:9]([CH:6]1[CH2:5][CH:4]2[CH2:8][CH:7]1[C:2](=[O:1])[O:3]2)=[O:11], predict the reactants needed to synthesize it. The reactants are: [O:1]=[C:2]1[CH:7]2[CH2:8][CH:4]([CH2:5][CH:6]2[C:9]([OH:11])=[O:10])[O:3]1.[CH3:12]I. (8) Given the product [Br:1][C:2]1[CH:6]=[CH:5][S:4][C:3]=1[CH2:7][C:9]1[CH:10]=[CH:11][C:12]([CH2:15][CH3:16])=[CH:13][CH:14]=1, predict the reactants needed to synthesize it. The reactants are: [Br:1][C:2]1[CH:6]=[CH:5][S:4][C:3]=1[CH:7]([C:9]1[CH:14]=[CH:13][C:12]([CH2:15][CH3:16])=[CH:11][CH:10]=1)O.[H-].[Al+3].[Li+].[H-].[H-].[H-].[Cl-].[Al+3].[Cl-].[Cl-]. (9) Given the product [C:1]([O:5][C:6]([N:8]1[CH2:13][CH2:12][N:11]([CH2:14][C:44]2[C:45](=[O:46])[N:40]([CH2:39][CH:34]3[CH2:35][CH2:36][CH2:37][CH2:38]3)[N:41]=[C:42]([C:53]3[CH:58]=[CH:57][C:56]([O:59][CH3:60])=[C:55]([F:61])[CH:54]=3)[CH:43]=2)[CH2:10][CH2:9]1)=[O:7])([CH3:4])([CH3:3])[CH3:2], predict the reactants needed to synthesize it. The reactants are: [C:1]([O:5][C:6]([N:8]1[CH2:13][CH2:12][N:11]([C:14]2C(=O)N(CC(C)C)N=C(C3C=CC(C)=C(F)C=3)C=2C)[CH2:10][CH2:9]1)=[O:7])([CH3:4])([CH3:3])[CH3:2].[CH:34]1([CH2:39][N:40]2[C:45](=[O:46])[C:44](COS(C)(=O)=O)=[CH:43][C:42]([C:53]3[CH:58]=[CH:57][C:56]([O:59][CH3:60])=[C:55]([F:61])[CH:54]=3)=[N:41]2)[CH2:38][CH2:37][CH2:36][CH2:35]1.N1(C(OC(C)(C)C)=O)CCNCC1. (10) Given the product [Br:10][C:11]1[CH:12]=[CH:13][C:14]2[O:18][C:17]([N:4]3[CH:5]4[CH2:8][CH2:9][N:1]([CH2:7][CH2:6]4)[CH2:2][CH2:3]3)=[N:16][C:15]=2[CH:21]=1, predict the reactants needed to synthesize it. The reactants are: [N:1]12[CH2:9][CH2:8][CH:5]([CH2:6][CH2:7]1)[NH:4][CH2:3][CH2:2]2.[Br:10][C:11]1[CH:12]=[CH:13][C:14]2[O:18][C:17](SC)=[N:16][C:15]=2[CH:21]=1.